Dataset: Forward reaction prediction with 1.9M reactions from USPTO patents (1976-2016). Task: Predict the product of the given reaction. Given the reactants [C:1]([O:4][C@@H:5]1[C@@H:19]([O:20][C:21](=[O:23])[CH3:22])[C@H:18]([O:24][C:25](=[O:27])[CH3:26])[CH2:17][S:16][C@H:6]1[O:7][C:8]1[CH:13]=[C:12](Br)[CH:11]=[CH:10][C:9]=1[Cl:15])(=[O:3])[CH3:2].[CH3:28][C:29]1[CH:34]=[C:33](B(O)O)[CH:32]=[CH:31][N:30]=1, predict the reaction product. The product is: [C:1]([O:4][C@@H:5]1[C@@H:19]([O:20][C:21](=[O:23])[CH3:22])[C@H:18]([O:24][C:25](=[O:27])[CH3:26])[CH2:17][S:16][C@H:6]1[O:7][C:8]1[CH:13]=[C:12]([C:33]2[CH:32]=[CH:31][N:30]=[C:29]([CH3:28])[CH:34]=2)[CH:11]=[CH:10][C:9]=1[Cl:15])(=[O:3])[CH3:2].